Dataset: Forward reaction prediction with 1.9M reactions from USPTO patents (1976-2016). Task: Predict the product of the given reaction. (1) Given the reactants [CH2:1]([O:8][C:9]1[CH:14]=[CH:13][N:12]([C:15]2[CH:20]=[CH:19][N:18]3[C:21]4[CH2:27][N:26](C(OC(C)(C)C)=O)[CH2:25][CH2:24][C:22]=4[N:23]=[C:17]3[CH:16]=2)[C:11](=[O:35])[CH:10]=1)[C:2]1[CH:7]=[CH:6][CH:5]=[CH:4][CH:3]=1.[ClH:36], predict the reaction product. The product is: [ClH:36].[CH2:1]([O:8][C:9]1[CH:14]=[CH:13][N:12]([C:15]2[CH:20]=[CH:19][N:18]3[C:21]4[CH2:27][NH:26][CH2:25][CH2:24][C:22]=4[N:23]=[C:17]3[CH:16]=2)[C:11](=[O:35])[CH:10]=1)[C:2]1[CH:3]=[CH:4][CH:5]=[CH:6][CH:7]=1. (2) Given the reactants I[C:2]1[CH:7]=[CH:6][CH:5]=[CH:4][C:3]=1[I:8].[CH3:9][Si:10]([C:13]#[CH:14])([CH3:12])[CH3:11], predict the reaction product. The product is: [CH3:9][Si:10]([CH3:12])([CH3:11])[C:13]#[C:14][C:2]1[CH:7]=[CH:6][CH:5]=[CH:4][C:3]=1[I:8]. (3) Given the reactants [CH:1]1([C:4]2[C:5]([C:17]3[CH:22]=[CH:21][CH:20]=[CH:19][CH:18]=3)=[C:6]([OH:16])[C:7]3[C:12]([CH:13]=2)=[CH:11][C:10]([O:14][CH3:15])=[CH:9][CH:8]=3)[CH2:3][CH2:2]1.[H-].[Na+].F[C:26]1[CH:33]=[CH:32][C:29]([CH:30]=[O:31])=[CH:28][CH:27]=1, predict the reaction product. The product is: [CH:1]1([C:4]2[C:5]([C:17]3[CH:22]=[CH:21][CH:20]=[CH:19][CH:18]=3)=[C:6]([O:16][C:26]3[CH:33]=[CH:32][C:29]([CH:30]=[O:31])=[CH:28][CH:27]=3)[C:7]3[C:12]([CH:13]=2)=[CH:11][C:10]([O:14][CH3:15])=[CH:9][CH:8]=3)[CH2:2][CH2:3]1. (4) The product is: [CH3:1][O:2][C:3](=[O:10])[C:4]1[CH:9]=[CH:8][C:7]([C:38]2[CH2:28][C:27]([C:22]3[CH:21]=[C:20]([Cl:19])[CH:25]=[C:24]([Cl:26])[CH:23]=3)([C:29]([F:32])([F:30])[F:31])[O:17][N:35]=2)=[CH:6][CH:5]=1. Given the reactants [CH3:1][O:2][C:3](=[O:10])[C:4]1[CH:9]=[CH:8][CH:7]=[CH:6][CH:5]=1.ClN1C(=[O:17])CCC1=O.[Cl:19][C:20]1[CH:21]=[C:22]([C:27]([C:29]([F:32])([F:31])[F:30])=[CH2:28])[CH:23]=[C:24]([Cl:26])[CH:25]=1.C([N:35]([CH2:38]C)CC)C, predict the reaction product.